This data is from Peptide-MHC class I binding affinity with 185,985 pairs from IEDB/IMGT. The task is: Regression. Given a peptide amino acid sequence and an MHC pseudo amino acid sequence, predict their binding affinity value. This is MHC class I binding data. (1) The peptide sequence is STFWPCLLR. The MHC is HLA-A11:01 with pseudo-sequence HLA-A11:01. The binding affinity (normalized) is 0.784. (2) The peptide sequence is TLIASLVMLL. The MHC is HLA-A02:03 with pseudo-sequence HLA-A02:03. The binding affinity (normalized) is 0.690. (3) The peptide sequence is KPRSQMETDF. The MHC is HLA-B54:01 with pseudo-sequence HLA-B54:01. The binding affinity (normalized) is 0.00136.